Dataset: Reaction yield outcomes from USPTO patents with 853,638 reactions. Task: Predict the reaction yield, written as a fraction of the theoretical maximum amount of product (1.0 means a 100% yield; for example, 0.34 means a 34% yield). (1) The reactants are Br[C:2]1[CH:7]=[CH:6][C:5]([O:8][C:9]([F:12])([F:11])[F:10])=[CH:4][C:3]=1[F:13].C(=[NH:27])(C1C=CC=CC=1)C1C=CC=CC=1.CC1(C)C2C(=C(P(C3C=CC=CC=3)C3C=CC=CC=3)C=CC=2)OC2C(P(C3C=CC=CC=3)C3C=CC=CC=3)=CC=CC1=2.CC(C)([O-])C.[Na+].Cl.[OH-].[Na+]. The catalyst is O1CCOCC1.C1COCC1.C1C=CC(/C=C/C(/C=C/C2C=CC=CC=2)=O)=CC=1.C1C=CC(/C=C/C(/C=C/C2C=CC=CC=2)=O)=CC=1.C1C=CC(/C=C/C(/C=C/C2C=CC=CC=2)=O)=CC=1.[Pd].[Pd]. The product is [F:13][C:3]1[CH:4]=[C:5]([O:8][C:9]([F:12])([F:11])[F:10])[CH:6]=[CH:7][C:2]=1[NH2:27]. The yield is 0.850. (2) The reactants are Cl[C:2]([O:4][CH3:5])=[O:3].[F:6][C:7]1[CH:12]=[C:11]([F:13])[CH:10]=[CH:9][C:8]=1[NH:14][C:15]([C:17]1[CH:18]=[C:19]([C:24]2[CH:29]=[CH:28][C:27]([F:30])=[CH:26][C:25]=2[F:31])[CH:20]=[CH:21]C=1O)=[O:16].Cl. No catalyst specified. The product is [F:6][C:7]1[CH:12]=[C:11]([F:13])[CH:10]=[CH:9][C:8]=1[N:14]1[C:15](=[O:16])[C:17]2[CH:18]=[C:19]([C:24]3[CH:29]=[CH:28][C:27]([F:30])=[CH:26][C:25]=3[F:31])[CH:20]=[CH:21][C:5]=2[O:4][C:2]1=[O:3]. The yield is 0.610. (3) The reactants are Cl.[N:2]1([C:8]2[CH:13]=[CH:12][C:11]([NH:14][C:15]([C:17]3[N:18]=[C:19]([C:26]4[CH:31]=[CH:30][CH:29]=[CH:28][CH:27]=4)[O:20][C:21]=3[C:22]([F:25])([F:24])[F:23])=[O:16])=[CH:10][CH:9]=2)[CH2:7][CH2:6][NH:5][CH2:4][CH2:3]1.[C:32]12([C:45](O)=[O:46])[CH2:41][CH:36]3[CH2:37][CH:38]([CH2:40][C:34]([C:42]([OH:44])=[O:43])([CH2:35]3)[CH2:33]1)[CH2:39]2.C(N(CC)CC)C.F[P-](F)(F)(F)(F)F.N1(O[P+](N(C)C)(N(C)C)N(C)C)C2C=CC=CC=2N=N1. The catalyst is CN(C=O)C.C(OCC)(=O)C. The product is [C:26]1([C:19]2[O:20][C:21]([C:22]([F:23])([F:25])[F:24])=[C:17]([C:15]([NH:14][C:11]3[CH:12]=[CH:13][C:8]([N:2]4[CH2:7][CH2:6][N:5]([C:45]([C:32]56[CH2:41][CH:36]7[CH2:37][CH:38]([CH2:40][C:34]([C:42]([OH:44])=[O:43])([CH2:35]7)[CH2:33]5)[CH2:39]6)=[O:46])[CH2:4][CH2:3]4)=[CH:9][CH:10]=3)=[O:16])[N:18]=2)[CH:31]=[CH:30][CH:29]=[CH:28][CH:27]=1. The yield is 0.130. (4) The reactants are [CH3:1][C:2]1([CH3:24])[CH:7]2[CH2:8][CH:3]1[CH2:4][CH2:5][CH:6]2[NH:9][S:10]([C:13]1[CH:18]=[CH:17][C:16]([C:19]#[C:20][CH2:21][CH2:22][OH:23])=[CH:15][CH:14]=1)(=[O:12])=[O:11]. The catalyst is CCO.[Pd]. The product is [CH3:1][C:2]1([CH3:24])[CH:7]2[CH2:8][CH:3]1[CH2:4][CH2:5][CH:6]2[NH:9][S:10]([C:13]1[CH:14]=[CH:15][C:16]([CH2:19][CH2:20][CH2:21][CH2:22][OH:23])=[CH:17][CH:18]=1)(=[O:12])=[O:11]. The yield is 1.00.